From a dataset of Catalyst prediction with 721,799 reactions and 888 catalyst types from USPTO. Predict which catalyst facilitates the given reaction. (1) Reactant: [BH4-].[Li+].Cl[Si](C)(C)C.[CH:8]1([C:11]2[C:16](/[CH:17]=[CH:18]/[N+:19]([O-])=O)=[CH:15][CH:14]=[C:13]([C:22]([F:25])([F:24])[F:23])[N:12]=2)[CH2:10][CH2:9]1. Product: [CH:8]1([C:11]2[C:16]([CH2:17][CH2:18][NH2:19])=[CH:15][CH:14]=[C:13]([C:22]([F:25])([F:23])[F:24])[N:12]=2)[CH2:10][CH2:9]1. The catalyst class is: 1. (2) Reactant: [Cl:1][C:2]1[CH:7]=[CH:6][C:5]([CH2:8][C:9]2[C:18]3[C:13](=[CH:14][CH:15]=[CH:16][CH:17]=3)[C:12](=[O:19])[N:11]([CH:20]3[CH2:26][CH2:25][CH2:24][NH:23][CH2:22][CH2:21]3)[N:10]=2)=[CH:4][CH:3]=1.CC1C=CC(S(O[CH2:38][CH2:39][CH2:40][NH:41][C:42]([O:44][C:45]([CH3:48])([CH3:47])[CH3:46])=[O:43])(=O)=O)=CC=1.[I-].[Na+].CCN(C(C)C)C(C)C. Product: [Cl:1][C:2]1[CH:7]=[CH:6][C:5]([CH2:8][C:9]2[C:18]3[C:13](=[CH:14][CH:15]=[CH:16][CH:17]=3)[C:12](=[O:19])[N:11]([CH:20]3[CH2:26][CH2:25][CH2:24][N:23]([CH2:38][CH2:39][CH2:40][NH:41][C:42](=[O:43])[O:44][C:45]([CH3:48])([CH3:47])[CH3:46])[CH2:22][CH2:21]3)[N:10]=2)=[CH:4][CH:3]=1. The catalyst class is: 21. (3) Reactant: [Si:1]([O:8][CH2:9][C:10]1[CH:11]=[C:12]([N:19]2[CH2:24][CH2:23][O:22][CH2:21][CH2:20]2)[CH:13]=[CH:14][C:15]=1[N+:16]([O-])=O)([C:4]([CH3:7])([CH3:6])[CH3:5])([CH3:3])[CH3:2]. Product: [Si:1]([O:8][CH2:9][C:10]1[CH:11]=[C:12]([N:19]2[CH2:24][CH2:23][O:22][CH2:21][CH2:20]2)[CH:13]=[CH:14][C:15]=1[NH2:16])([C:4]([CH3:7])([CH3:5])[CH3:6])([CH3:3])[CH3:2]. The catalyst class is: 94. (4) Reactant: [CH3:1][O:2][C:3]1[N:8]=[CH:7][C:6]2[CH:9](O)[CH2:10][CH2:11][C:5]=2[CH:4]=1.[O-]S([O-])(=O)=O.[Mg+2].CS(C1C=CC(C)=CC=1)(=O)=O. Product: [CH3:1][O:2][C:3]1[N:8]=[CH:7][C:6]2[CH:9]=[CH:10][CH2:11][C:5]=2[CH:4]=1. The catalyst class is: 11. (5) Reactant: C1(C)C=CC=CC=1.C[Al](C)C.[CH2:12]([O:19][C:20]([N:22]1[CH2:27][CH2:26][CH:25]([NH:28][CH2:29][CH2:30][CH2:31][C:32]2[N:42]=[CH:41][CH:40]=[CH:39][C:33]=2[C:34](OCC)=[O:35])[CH2:24][CH2:23]1)=[O:21])[C:13]1[CH:18]=[CH:17][CH:16]=[CH:15][CH:14]=1.Cl. Product: [O:35]=[C:34]1[C:33]2[CH:39]=[CH:40][CH:41]=[N:42][C:32]=2[CH2:31][CH2:30][CH2:29][N:28]1[CH:25]1[CH2:24][CH2:23][N:22]([C:20]([O:19][CH2:12][C:13]2[CH:14]=[CH:15][CH:16]=[CH:17][CH:18]=2)=[O:21])[CH2:27][CH2:26]1. The catalyst class is: 229.